Task: Predict the reactants needed to synthesize the given product.. Dataset: Full USPTO retrosynthesis dataset with 1.9M reactions from patents (1976-2016) (1) Given the product [C:8]([O:7][C:6](=[O:12])[NH:5][CH:3]1[CH2:4][N:1]([CH2:26][C:23]2[CH:24]=[CH:25][N:21]([C:18]3[CH:19]=[CH:20][C:15]([C:14]([F:29])([F:13])[F:28])=[CH:16][CH:17]=3)[CH:22]=2)[CH2:2]1)([CH3:9])([CH3:11])[CH3:10], predict the reactants needed to synthesize it. The reactants are: [NH:1]1[CH2:4][CH:3]([NH:5][C:6](=[O:12])[O:7][C:8]([CH3:11])([CH3:10])[CH3:9])[CH2:2]1.[F:13][C:14]([F:29])([F:28])[C:15]1[CH:20]=[CH:19][C:18]([N:21]2[CH:25]=[CH:24][C:23]([CH:26]=O)=[CH:22]2)=[CH:17][CH:16]=1. (2) Given the product [Cl:1][C:2]1[CH:7]=[CH:6][CH:5]=[CH:4][C:3]=1[C:8]1[CH:17]=[C:16]([CH2:18][N:42]2[CH2:43][CH2:44][N:39]([C:29]([O:31][CH2:32][C:33]3[CH:34]=[CH:35][CH:36]=[CH:37][CH:38]=3)=[O:30])[CH:40]([CH3:45])[CH2:41]2)[CH:15]=[C:14]2[C:9]=1[CH2:10][NH:11][C:12](=[O:28])[N:13]2[C:20]1[C:21]([Cl:27])=[CH:22][CH:23]=[CH:24][C:25]=1[Cl:26], predict the reactants needed to synthesize it. The reactants are: [Cl:1][C:2]1[CH:7]=[CH:6][CH:5]=[CH:4][C:3]=1[C:8]1[CH:17]=[C:16]([CH:18]=O)[CH:15]=[C:14]2[C:9]=1[CH2:10][NH:11][C:12](=[O:28])[N:13]2[C:20]1[C:25]([Cl:26])=[CH:24][CH:23]=[CH:22][C:21]=1[Cl:27].[C:29]([N:39]1[CH2:44][CH2:43][NH:42][CH2:41][CH:40]1[CH3:45])([O:31][CH2:32][C:33]1[CH:38]=[CH:37][CH:36]=[CH:35][CH:34]=1)=[O:30]. (3) Given the product [F:12][C:4]1[C:5]([O:10][CH3:11])=[CH:6][C:7]([O:8][CH3:9])=[C:2]([F:1])[C:3]=1[N:13]1[CH2:22][C:21]2[C:16](=[N:17][C:18]([S:23]([CH3:24])=[O:36])=[N:19][CH:20]=2)[N:15]([CH2:25][CH3:26])[C:14]1=[O:27], predict the reactants needed to synthesize it. The reactants are: [F:1][C:2]1[C:7]([O:8][CH3:9])=[CH:6][C:5]([O:10][CH3:11])=[C:4]([F:12])[C:3]=1[N:13]1[CH2:22][C:21]2[C:16](=[N:17][C:18]([S:23][CH3:24])=[N:19][CH:20]=2)[N:15]([CH2:25][CH3:26])[C:14]1=[O:27].C1(C2[O:36]N2S(C2C=CC=CC=2)(=O)=O)C=CC=CC=1. (4) Given the product [CH3:14][O:8][C:7](=[O:9])[C:6]1[CH:10]=[C:2]([OH:1])[CH:3]=[CH:4][C:5]=1[N+:11]([O-:13])=[O:12], predict the reactants needed to synthesize it. The reactants are: [OH:1][C:2]1[CH:3]=[CH:4][C:5]([N+:11]([O-:13])=[O:12])=[C:6]([CH:10]=1)[C:7]([OH:9])=[O:8].[CH2:14](OC(=O)C1C=C(OCCOC)C(OCCOC)=CC=1N)C.S(Cl)(Cl)=O.C(=O)([O-])O.[Na+]. (5) Given the product [CH3:25][O:26][C:27](=[O:35])[C:28]1[CH:33]=[CH:32][C:31]([O:9][CH2:8][C:6]2[CH:5]=[CH:4][C:3]([CH:10]([CH3:24])[C:11]([C:17]3[CH:22]=[CH:21][N:20]=[C:19]([Cl:23])[CH:18]=3)([OH:16])[C:12]([F:15])([F:14])[F:13])=[C:2]([Cl:1])[CH:7]=2)=[N:30][CH:29]=1, predict the reactants needed to synthesize it. The reactants are: [Cl:1][C:2]1[CH:7]=[C:6]([CH2:8][OH:9])[CH:5]=[CH:4][C:3]=1[CH:10]([CH3:24])[C:11]([C:17]1[CH:22]=[CH:21][N:20]=[C:19]([Cl:23])[CH:18]=1)([OH:16])[C:12]([F:15])([F:14])[F:13].[CH3:25][O:26][C:27](=[O:35])[C:28]1[CH:33]=[CH:32][C:31](Cl)=[N:30][CH:29]=1. (6) The reactants are: [Cl:1][C:2]1[CH:10]=[C:9]2[C:5]([C:6]([C:15]([N:17]3[CH2:22][CH2:21][CH:20]([C:23]4[C:31]5[O:30][CH2:29][CH2:28][C:27]=5[CH:26]=[CH:25][CH:24]=4)[CH2:19][CH2:18]3)=[O:16])=[CH:7][N:8]2[CH2:11][C:12]([OH:14])=O)=[CH:4][CH:3]=1.C(OC(=O)[NH:38][CH2:39][CH2:40][NH2:41])(C)(C)C.Cl. Given the product [NH2:38][CH2:39][CH2:40][NH:41][C:12](=[O:14])[CH2:11][N:8]1[C:9]2[C:5](=[CH:4][CH:3]=[C:2]([Cl:1])[CH:10]=2)[C:6]([C:15]([N:17]2[CH2:18][CH2:19][CH:20]([C:23]3[C:31]4[O:30][CH2:29][CH2:28][C:27]=4[CH:26]=[CH:25][CH:24]=3)[CH2:21][CH2:22]2)=[O:16])=[CH:7]1, predict the reactants needed to synthesize it. (7) Given the product [CH2:1]([C:3]1[C:4](=[O:15])[NH:5][C:6]([CH3:14])=[C:7]([N:9]2[CH:13]=[CH:12][CH:11]=[N:10]2)[CH:8]=1)[CH3:2], predict the reactants needed to synthesize it. The reactants are: [CH2:1]([C:3]1[C:4]([O:15]C)=[N:5][C:6]([CH3:14])=[C:7]([N:9]2[CH:13]=[CH:12][CH:11]=[N:10]2)[CH:8]=1)[CH3:2].[I-].[Na+].C(#N)C.Cl[Si](C)(C)C.